This data is from Full USPTO retrosynthesis dataset with 1.9M reactions from patents (1976-2016). The task is: Predict the reactants needed to synthesize the given product. (1) The reactants are: [P].[S].[CH3:3][C:4]1[O:8][C:7]([C:9](=[O:13])[CH2:10][C:11]#[N:12])=[CH:6][CH:5]=1.[H-].[Na+].[C:16](=S)=[S:17].CI.[CH3:21][S:22]([CH3:24])=O. Given the product [CH3:3][C:4]1[O:8][C:7]([C:9]([C:10](=[C:21]([S:17][CH3:16])[S:22][CH3:24])[C:11]#[N:12])=[O:13])=[CH:6][CH:5]=1, predict the reactants needed to synthesize it. (2) Given the product [F:13][C:14]1[CH:15]=[CH:16][C:17]([N:20]2[C:24]([CH3:25])=[C:23]([C:26]([NH:8][C:6]3[CH:5]=[CH:4][CH:3]=[C:2]([F:1])[N:7]=3)=[O:27])[N:22]=[N:21]2)=[CH:18][CH:19]=1, predict the reactants needed to synthesize it. The reactants are: [F:1][C:2]1[N:7]=[C:6]([NH2:8])[CH:5]=[CH:4][CH:3]=1.C[Al](C)C.[F:13][C:14]1[CH:19]=[CH:18][C:17]([N:20]2[C:24]([CH3:25])=[C:23]([C:26](OCC)=[O:27])[N:22]=[N:21]2)=[CH:16][CH:15]=1. (3) The reactants are: [CH3:1][O:2][C:3]1[CH:4]=[C:5]2[C:10](=[CH:11][CH:12]=1)[N:9]=[CH:8][CH:7]=[CH:6]2.[OH:13]O.[OH-].[Na+]. Given the product [CH3:1][O:2][C:3]1[CH:4]=[C:5]2[C:10](=[CH:11][CH:12]=1)[N+:9]([O-:13])=[CH:8][CH:7]=[CH:6]2, predict the reactants needed to synthesize it. (4) Given the product [CH:1]1([CH2:7][N:8]2[C:12]([C:13]3[CH2:17][C:16]4([CH2:18][CH2:19][CH2:20][CH2:21][CH2:22]4)[NH:15][N:14]=3)=[CH:11][C:10]([C:23]([OH:25])=[O:24])=[C:9]2[CH3:28])[CH2:6][CH2:5][CH2:4][CH2:3][CH2:2]1, predict the reactants needed to synthesize it. The reactants are: [CH:1]1([CH2:7][N:8]2[C:12]([C:13]3[CH2:17][C:16]4([CH2:22][CH2:21][CH2:20][CH2:19][CH2:18]4)[NH:15][N:14]=3)=[CH:11][C:10]([C:23]([O:25]CC)=[O:24])=[C:9]2[CH3:28])[CH2:6][CH2:5][CH2:4][CH2:3][CH2:2]1.O.NN.